Task: Regression. Given two drug SMILES strings and cell line genomic features, predict the synergy score measuring deviation from expected non-interaction effect.. Dataset: NCI-60 drug combinations with 297,098 pairs across 59 cell lines (1) Drug 1: COC1=CC(=CC(=C1O)OC)C2C3C(COC3=O)C(C4=CC5=C(C=C24)OCO5)OC6C(C(C7C(O6)COC(O7)C8=CC=CS8)O)O. Drug 2: C1CNP(=O)(OC1)N(CCCl)CCCl. Cell line: OVCAR-5. Synergy scores: CSS=18.8, Synergy_ZIP=-3.29, Synergy_Bliss=2.36, Synergy_Loewe=-20.2, Synergy_HSA=3.31. (2) Synergy scores: CSS=62.6, Synergy_ZIP=-1.58, Synergy_Bliss=-0.431, Synergy_Loewe=-15.0, Synergy_HSA=-1.38. Drug 2: CC1C(C(CC(O1)OC2CC(CC3=C2C(=C4C(=C3O)C(=O)C5=CC=CC=C5C4=O)O)(C(=O)C)O)N)O. Cell line: HCC-2998. Drug 1: CC12CCC(CC1=CCC3C2CCC4(C3CC=C4C5=CN=CC=C5)C)O. (3) Drug 1: CCN(CC)CCCC(C)NC1=C2C=C(C=CC2=NC3=C1C=CC(=C3)Cl)OC. Drug 2: CC1=C(C(=O)C2=C(C1=O)N3CC4C(C3(C2COC(=O)N)OC)N4)N. Cell line: HCT-15. Synergy scores: CSS=64.1, Synergy_ZIP=2.72, Synergy_Bliss=4.08, Synergy_Loewe=-0.818, Synergy_HSA=3.33. (4) Drug 1: C1CN1C2=NC(=NC(=N2)N3CC3)N4CC4. Drug 2: C1CC(=O)NC(=O)C1N2C(=O)C3=CC=CC=C3C2=O. Cell line: MDA-MB-435. Synergy scores: CSS=11.4, Synergy_ZIP=-0.945, Synergy_Bliss=4.21, Synergy_Loewe=-0.259, Synergy_HSA=-0.0915. (5) Drug 1: C1CC(=O)NC(=O)C1N2C(=O)C3=CC=CC=C3C2=O. Drug 2: CC1CCCC2(C(O2)CC(NC(=O)CC(C(C(=O)C(C1O)C)(C)C)O)C(=CC3=CSC(=N3)C)C)C. Cell line: MDA-MB-231. Synergy scores: CSS=32.8, Synergy_ZIP=0.220, Synergy_Bliss=-0.923, Synergy_Loewe=-27.4, Synergy_HSA=-2.01. (6) Drug 1: CC1=C(C=C(C=C1)NC(=O)C2=CC=C(C=C2)CN3CCN(CC3)C)NC4=NC=CC(=N4)C5=CN=CC=C5. Drug 2: C1=CN(C=N1)CC(O)(P(=O)(O)O)P(=O)(O)O. Cell line: K-562. Synergy scores: CSS=47.6, Synergy_ZIP=-3.87, Synergy_Bliss=-6.38, Synergy_Loewe=-18.1, Synergy_HSA=-5.78. (7) Drug 1: CN1C2=C(C=C(C=C2)N(CCCl)CCCl)N=C1CCCC(=O)O.Cl. Drug 2: C1=NC2=C(N1)C(=S)N=CN2. Cell line: ACHN. Synergy scores: CSS=0.653, Synergy_ZIP=-6.98, Synergy_Bliss=-7.24, Synergy_Loewe=-31.0, Synergy_HSA=-9.63.